This data is from Catalyst prediction with 721,799 reactions and 888 catalyst types from USPTO. The task is: Predict which catalyst facilitates the given reaction. Reactant: [CH2:1]([N:8]1[CH2:12][CH2:11][CH:10]([C@@H:13]2[CH2:15][C@@H:14]2[C:16]([O:18][C:19]([CH3:22])([CH3:21])[CH3:20])=[O:17])[C:9]1=S)[C:2]1[CH:7]=[CH:6][CH:5]=[CH:4][CH:3]=1. Product: [CH2:1]([N:8]1[CH2:12][CH2:11][CH:10]([C@H:13]2[CH2:15][C@@H:14]2[C:16]([O:18][C:19]([CH3:22])([CH3:21])[CH3:20])=[O:17])[CH2:9]1)[C:2]1[CH:3]=[CH:4][CH:5]=[CH:6][CH:7]=1. The catalyst class is: 470.